Dataset: Forward reaction prediction with 1.9M reactions from USPTO patents (1976-2016). Task: Predict the product of the given reaction. Given the reactants [N:1]1[CH:6]=[CH:5][CH:4]=[CH:3][C:2]=1[C:7]1[O:8][C:9]2[CH2:10][N:11](C(OCC3C=CC=CC=3)=O)[CH2:12][CH2:13][C:14]=2[N:15]=1, predict the reaction product. The product is: [N:1]1[CH:6]=[CH:5][CH:4]=[CH:3][C:2]=1[C:7]1[O:8][C:9]2[CH2:10][NH:11][CH2:12][CH2:13][C:14]=2[N:15]=1.